From a dataset of NCI-60 drug combinations with 297,098 pairs across 59 cell lines. Regression. Given two drug SMILES strings and cell line genomic features, predict the synergy score measuring deviation from expected non-interaction effect. (1) Drug 1: CC12CCC3C(C1CCC2O)C(CC4=C3C=CC(=C4)O)CCCCCCCCCS(=O)CCCC(C(F)(F)F)(F)F. Drug 2: C1CN(CCN1C(=O)CCBr)C(=O)CCBr. Cell line: TK-10. Synergy scores: CSS=8.56, Synergy_ZIP=-3.09, Synergy_Bliss=-1.80, Synergy_Loewe=-1.11, Synergy_HSA=-0.837. (2) Drug 1: C1=C(C(=O)NC(=O)N1)F. Drug 2: CC1C(C(=O)NC(C(=O)N2CCCC2C(=O)N(CC(=O)N(C(C(=O)O1)C(C)C)C)C)C(C)C)NC(=O)C3=C4C(=C(C=C3)C)OC5=C(C(=O)C(=C(C5=N4)C(=O)NC6C(OC(=O)C(N(C(=O)CN(C(=O)C7CCCN7C(=O)C(NC6=O)C(C)C)C)C)C(C)C)C)N)C. Cell line: HL-60(TB). Synergy scores: CSS=54.6, Synergy_ZIP=-6.06, Synergy_Bliss=-16.7, Synergy_Loewe=-15.7, Synergy_HSA=-15.8. (3) Drug 1: C1=CC=C(C(=C1)C(C2=CC=C(C=C2)Cl)C(Cl)Cl)Cl. Drug 2: C1=NNC2=C1C(=O)NC=N2. Cell line: HL-60(TB). Synergy scores: CSS=21.3, Synergy_ZIP=5.79, Synergy_Bliss=9.03, Synergy_Loewe=5.40, Synergy_HSA=9.24. (4) Drug 1: C1CC(=O)NC(=O)C1N2CC3=C(C2=O)C=CC=C3N. Drug 2: CC1=CC2C(CCC3(C2CCC3(C(=O)C)OC(=O)C)C)C4(C1=CC(=O)CC4)C. Cell line: A498. Synergy scores: CSS=8.26, Synergy_ZIP=-2.38, Synergy_Bliss=0.580, Synergy_Loewe=3.83, Synergy_HSA=3.57. (5) Drug 1: C1CC(C1)(C(=O)O)C(=O)O.[NH2-].[NH2-].[Pt+2]. Drug 2: C1CN1C2=NC(=NC(=N2)N3CC3)N4CC4. Cell line: NCI-H460. Synergy scores: CSS=64.6, Synergy_ZIP=0.0165, Synergy_Bliss=-1.24, Synergy_Loewe=-6.49, Synergy_HSA=1.93.